From a dataset of Reaction yield outcomes from USPTO patents with 853,638 reactions. Predict the reaction yield, written as a fraction of the theoretical maximum amount of product (1.0 means a 100% yield; for example, 0.34 means a 34% yield). (1) The reactants are [CH3:1][O:2][C:3]1[CH:8]=[CH:7][CH:6]=[CH:5][C:4]=1B(O)O.[NH2:12][C:13]1[N:14]=[C:15]([N:24]2[CH2:29][CH2:28][N:27]([C:30](=[O:40])[CH2:31][O:32][C:33]3[CH:38]=[CH:37][C:36]([Cl:39])=[CH:35][CH:34]=3)[CH2:26][CH2:25]2)[C:16]2[N:22]=[C:21](Cl)[CH:20]=[CH:19][C:17]=2[N:18]=1. No catalyst specified. The product is [NH2:12][C:13]1[N:14]=[C:15]([N:24]2[CH2:25][CH2:26][N:27]([C:30](=[O:40])[CH2:31][O:32][C:33]3[CH:38]=[CH:37][C:36]([Cl:39])=[CH:35][CH:34]=3)[CH2:28][CH2:29]2)[C:16]2[N:22]=[C:21]([C:4]3[CH:5]=[CH:6][CH:7]=[CH:8][C:3]=3[O:2][CH3:1])[CH:20]=[CH:19][C:17]=2[N:18]=1. The yield is 0.880. (2) The reactants are F[C:2]1[N:9]=[CH:8][CH:7]=[CH:6][C:3]=1[C:4]#[N:5].[CH2:10]([NH2:17])[C:11]1[CH:16]=[CH:15][CH:14]=[CH:13][CH:12]=1. No catalyst specified. The product is [CH2:10]([NH:17][C:2]1[N:9]=[CH:8][CH:7]=[CH:6][C:3]=1[C:4]#[N:5])[C:11]1[CH:16]=[CH:15][CH:14]=[CH:13][CH:12]=1. The yield is 0.660. (3) The reactants are C(O[C:6]([N:8]1[CH2:13][CH2:12][CH:11]([CH2:14][O:15][C:16]2[CH:25]=[C:24]3[C:19]([C:20]([O:26][C:27]4[CH:32]=[CH:31][C:30]([N+:33]([O-:35])=[O:34])=[CH:29][C:28]=4[F:36])=[CH:21][CH:22]=[N:23]3)=[CH:18][C:17]=2[O:37][CH3:38])[CH2:10][CH2:9]1)=O)(C)(C)C.C(O)(C(F)(F)F)=O.[BH-](OC(C)=O)(OC(C)=O)OC(C)=O.[Na+].C=O. The catalyst is C(Cl)Cl. The product is [F:36][C:28]1[CH:29]=[C:30]([N+:33]([O-:35])=[O:34])[CH:31]=[CH:32][C:27]=1[O:26][C:20]1[C:19]2[C:24](=[CH:25][C:16]([O:15][CH2:14][CH:11]3[CH2:12][CH2:13][N:8]([CH3:6])[CH2:9][CH2:10]3)=[C:17]([O:37][CH3:38])[CH:18]=2)[N:23]=[CH:22][CH:21]=1. The yield is 0.930. (4) The reactants are [C:1]([NH:4][C:5]1[N:10]=[CH:9][N:8]=[C:7]([C:11]2[CH2:12][CH2:13][C:14]3[CH:15]=[CH:16][C:17]([C:21]([O:23][CH3:24])=[O:22])=[CH:18][C:19]=3[CH:20]=2)[CH:6]=1)(=[O:3])[CH3:2].C(O)C.C1COCC1. The catalyst is CCOC(C)=O.[Pd]. The product is [C:1]([NH:4][C:5]1[N:10]=[CH:9][N:8]=[C:7]([CH:11]2[CH2:20][C:19]3[CH:18]=[C:17]([C:21]([O:23][CH3:24])=[O:22])[CH:16]=[CH:15][C:14]=3[CH2:13][CH2:12]2)[CH:6]=1)(=[O:3])[CH3:2]. The yield is 0.450. (5) The reactants are [C:1]([C:3]1[C:8]([CH3:9])=[CH:7][C:6]([CH:10]([NH:12]C(=O)OC(C)(C)C)[CH3:11])=[C:5]([O:20][CH2:21][CH3:22])[C:4]=1[C:23]1[CH:24]=[N:25][CH:26]=[C:27]([S:29]([CH3:32])(=[O:31])=[O:30])[CH:28]=1)#[N:2]. The catalyst is Cl.O1CCOCC1. The product is [NH2:12][CH:10]([C:6]1[CH:7]=[C:8]([CH3:9])[C:3]([C:1]#[N:2])=[C:4]([C:23]2[CH:24]=[N:25][CH:26]=[C:27]([S:29]([CH3:32])(=[O:31])=[O:30])[CH:28]=2)[C:5]=1[O:20][CH2:21][CH3:22])[CH3:11]. The yield is 1.00. (6) The reactants are Cl[C:2]1[N:3]=[C:4]([O:27][CH:28]2[CH2:33][CH2:32][O:31][CH2:30][CH2:29]2)[C:5]2[C:10]([C:11]3[CH:16]=[CH:15][N:14]=[C:13]([O:17][CH3:18])[CH:12]=3)=[CH:9][N:8]([CH2:19][O:20][CH2:21][CH2:22][Si:23]([CH3:26])([CH3:25])[CH3:24])[C:6]=2[N:7]=1.[NH2:34][C:35]1[CH:44]=[CH:43][C:38]([C:39]([NH:41][CH3:42])=[O:40])=[CH:37][C:36]=1[O:45][CH3:46].C(=O)([O-])[O-].[Cs+].[Cs+].C1(P(C2C=CC=CC=2)C2C=CC3C(=CC=CC=3)C=2C2C3C(=CC=CC=3)C=CC=2P(C2C=CC=CC=2)C2C=CC=CC=2)C=CC=CC=1. The catalyst is O1CCOCC1.C([O-])(=O)C.[Pd+2].C([O-])(=O)C. The product is [CH3:46][O:45][C:36]1[CH:37]=[C:38]([CH:43]=[CH:44][C:35]=1[NH:34][C:2]1[N:3]=[C:4]([O:27][CH:28]2[CH2:33][CH2:32][O:31][CH2:30][CH2:29]2)[C:5]2[C:10]([C:11]3[CH:16]=[CH:15][N:14]=[C:13]([O:17][CH3:18])[CH:12]=3)=[CH:9][N:8]([CH2:19][O:20][CH2:21][CH2:22][Si:23]([CH3:25])([CH3:24])[CH3:26])[C:6]=2[N:7]=1)[C:39]([NH:41][CH3:42])=[O:40]. The yield is 0.950. (7) The reactants are [CH2:1]([O:3][C:4](=[O:12])[C:5]1[CH:10]=[CH:9][CH:8]=[C:7](Br)[CH:6]=1)[CH3:2].[CH2:13]([O:20][CH2:21][N:22]1[N:26]=[N:25][C:24]([Sn](CCCC)(CCCC)CCCC)=[N:23]1)[C:14]1[CH:19]=[CH:18][CH:17]=[CH:16][CH:15]=1. The catalyst is C1(C)C=CC=CC=1.[Cu]I.C1C=CC([P]([Pd]([P](C2C=CC=CC=2)(C2C=CC=CC=2)C2C=CC=CC=2)([P](C2C=CC=CC=2)(C2C=CC=CC=2)C2C=CC=CC=2)[P](C2C=CC=CC=2)(C2C=CC=CC=2)C2C=CC=CC=2)(C2C=CC=CC=2)C2C=CC=CC=2)=CC=1. The product is [CH2:13]([O:20][CH2:21][N:22]1[N:26]=[N:25][C:24]([C:7]2[CH:6]=[C:5]([CH:10]=[CH:9][CH:8]=2)[C:4]([O:3][CH2:1][CH3:2])=[O:12])=[N:23]1)[C:14]1[CH:15]=[CH:16][CH:17]=[CH:18][CH:19]=1. The yield is 0.150.